Dataset: NCI-60 drug combinations with 297,098 pairs across 59 cell lines. Task: Regression. Given two drug SMILES strings and cell line genomic features, predict the synergy score measuring deviation from expected non-interaction effect. (1) Drug 1: CC1C(C(CC(O1)OC2CC(CC3=C2C(=C4C(=C3O)C(=O)C5=C(C4=O)C(=CC=C5)OC)O)(C(=O)CO)O)N)O.Cl. Drug 2: CC12CCC3C(C1CCC2=O)CC(=C)C4=CC(=O)C=CC34C. Cell line: K-562. Synergy scores: CSS=18.2, Synergy_ZIP=-4.02, Synergy_Bliss=-3.08, Synergy_Loewe=13.3, Synergy_HSA=-0.782. (2) Drug 1: C1CCN(CC1)CCOC2=CC=C(C=C2)C(=O)C3=C(SC4=C3C=CC(=C4)O)C5=CC=C(C=C5)O. Drug 2: CC1=C(N=C(N=C1N)C(CC(=O)N)NCC(C(=O)N)N)C(=O)NC(C(C2=CN=CN2)OC3C(C(C(C(O3)CO)O)O)OC4C(C(C(C(O4)CO)O)OC(=O)N)O)C(=O)NC(C)C(C(C)C(=O)NC(C(C)O)C(=O)NCCC5=NC(=CS5)C6=NC(=CS6)C(=O)NCCC[S+](C)C)O. Cell line: SNB-75. Synergy scores: CSS=-1.28, Synergy_ZIP=0.254, Synergy_Bliss=-1.26, Synergy_Loewe=-1.76, Synergy_HSA=-2.29. (3) Drug 1: CC(C)(C#N)C1=CC(=CC(=C1)CN2C=NC=N2)C(C)(C)C#N. Drug 2: C1=NC2=C(N=C(N=C2N1C3C(C(C(O3)CO)O)F)Cl)N. Cell line: RPMI-8226. Synergy scores: CSS=-10.9, Synergy_ZIP=3.54, Synergy_Bliss=-8.13, Synergy_Loewe=-9.61, Synergy_HSA=-14.7. (4) Drug 1: CCC1=C2CN3C(=CC4=C(C3=O)COC(=O)C4(CC)O)C2=NC5=C1C=C(C=C5)O. Drug 2: CC1CCCC2(C(O2)CC(NC(=O)CC(C(C(=O)C(C1O)C)(C)C)O)C(=CC3=CSC(=N3)C)C)C. Cell line: ACHN. Synergy scores: CSS=53.8, Synergy_ZIP=-6.11, Synergy_Bliss=-6.29, Synergy_Loewe=-4.69, Synergy_HSA=-2.85. (5) Drug 1: CC1=C2C(C(=O)C3(C(CC4C(C3C(C(C2(C)C)(CC1OC(=O)C(C(C5=CC=CC=C5)NC(=O)OC(C)(C)C)O)O)OC(=O)C6=CC=CC=C6)(CO4)OC(=O)C)OC)C)OC. Drug 2: C1=CC(=CC=C1CCC2=CNC3=C2C(=O)NC(=N3)N)C(=O)NC(CCC(=O)O)C(=O)O. Cell line: HS 578T. Synergy scores: CSS=69.6, Synergy_ZIP=10.3, Synergy_Bliss=9.05, Synergy_Loewe=-1.20, Synergy_HSA=11.6. (6) Drug 1: COC1=CC(=CC(=C1O)OC)C2C3C(COC3=O)C(C4=CC5=C(C=C24)OCO5)OC6C(C(C7C(O6)COC(O7)C8=CC=CS8)O)O. Drug 2: CC1C(C(CC(O1)OC2CC(CC3=C2C(=C4C(=C3O)C(=O)C5=CC=CC=C5C4=O)O)(C(=O)C)O)N)O. Cell line: PC-3. Synergy scores: CSS=46.8, Synergy_ZIP=-8.22, Synergy_Bliss=-8.11, Synergy_Loewe=-4.92, Synergy_HSA=-3.59. (7) Drug 1: C1CC(=O)NC(=O)C1N2CC3=C(C2=O)C=CC=C3N. Drug 2: CCN(CC)CCNC(=O)C1=C(NC(=C1C)C=C2C3=C(C=CC(=C3)F)NC2=O)C. Cell line: MDA-MB-435. Synergy scores: CSS=5.31, Synergy_ZIP=0.599, Synergy_Bliss=6.99, Synergy_Loewe=3.61, Synergy_HSA=2.79. (8) Drug 1: C1CCC(C1)C(CC#N)N2C=C(C=N2)C3=C4C=CNC4=NC=N3. Drug 2: CC1=C(C(=CC=C1)Cl)NC(=O)C2=CN=C(S2)NC3=CC(=NC(=N3)C)N4CCN(CC4)CCO. Cell line: TK-10. Synergy scores: CSS=52.1, Synergy_ZIP=12.2, Synergy_Bliss=13.7, Synergy_Loewe=-0.648, Synergy_HSA=14.6. (9) Drug 1: C1C(C(OC1N2C=C(C(=O)NC2=O)F)CO)O. Drug 2: C1C(C(OC1N2C=NC3=C2NC=NCC3O)CO)O. Cell line: HOP-62. Synergy scores: CSS=34.4, Synergy_ZIP=-6.02, Synergy_Bliss=-0.552, Synergy_Loewe=-45.9, Synergy_HSA=-0.0669.